Dataset: Full USPTO retrosynthesis dataset with 1.9M reactions from patents (1976-2016). Task: Predict the reactants needed to synthesize the given product. (1) The reactants are: [N+:1]([C:4]1[CH:9]=[CH:8][C:7]([C:10]2([C:15]([OH:17])=[O:16])[CH2:14][CH2:13][CH2:12][CH2:11]2)=[CH:6][CH:5]=1)([O-])=O.[Na].Cl.C(=O)([O-])[O-].[K+].[K+].[CH3:26][O:27][CH2:28][C:29](Cl)=[O:30]. Given the product [CH3:26][O:27][CH2:28][C:29]([NH:1][C:4]1[CH:9]=[CH:8][C:7]([C:10]2([C:15]([OH:17])=[O:16])[CH2:14][CH2:13][CH2:12][CH2:11]2)=[CH:6][CH:5]=1)=[O:30], predict the reactants needed to synthesize it. (2) Given the product [CH2:64]([Sn:59]([CH2:55][CH2:56][CH2:57][CH3:58])([CH2:60][CH2:61][CH2:62][CH3:63])[C:10]1[O:12][CH:13]=[CH:16][N:8]=1)[CH2:65][CH2:66][CH3:67], predict the reactants needed to synthesize it. The reactants are: C(O[C@H]1C[N:8]([C:10]([O:12][C:13]([CH3:16])(C)C)=O)[C@@H](C(O)=O)C1)C=C.COC[C@H]1CCCN1C(C1C=C(C=C(C2OC=CN=2)C=1)C(OC)=O)=O.O1C=CN=C1.C([Li])CCC.[CH2:55]([Sn:59](Cl)([CH2:64][CH2:65][CH2:66][CH3:67])[CH2:60][CH2:61][CH2:62][CH3:63])[CH2:56][CH2:57][CH3:58]. (3) Given the product [O:1]=[C:2]1[N:8]([CH:9]2[CH2:10][CH2:11][N:12]([C:15]([O:17][C@H:18]([CH2:37][C:38]3[CH:43]=[C:42]([CH3:44])[C:41]([OH:45])=[C:40]([CH3:46])[CH:39]=3)[C:19]([N:21]3[CH2:22][CH2:23][CH:24]([CH:27]4[CH2:32][CH2:31][N:30]([CH2:33][C:34]([O:36][CH2:52][C:53](=[O:54])[N:55]([CH3:57])[CH3:56])=[O:35])[CH2:29][CH2:28]4)[CH2:25][CH2:26]3)=[O:20])=[O:16])[CH2:13][CH2:14]2)[CH2:7][CH2:6][C:5]2[CH:47]=[CH:48][CH:49]=[CH:50][C:4]=2[NH:3]1, predict the reactants needed to synthesize it. The reactants are: [O:1]=[C:2]1[N:8]([CH:9]2[CH2:14][CH2:13][N:12]([C:15]([O:17][C@H:18]([CH2:37][C:38]3[CH:43]=[C:42]([CH3:44])[C:41]([OH:45])=[C:40]([CH3:46])[CH:39]=3)[C:19]([N:21]3[CH2:26][CH2:25][CH:24]([CH:27]4[CH2:32][CH2:31][N:30]([CH2:33][C:34]([OH:36])=[O:35])[CH2:29][CH2:28]4)[CH2:23][CH2:22]3)=[O:20])=[O:16])[CH2:11][CH2:10]2)[CH2:7][CH2:6][C:5]2[CH:47]=[CH:48][CH:49]=[CH:50][C:4]=2[NH:3]1.O[CH2:52][C:53]([N:55]([CH3:57])[CH3:56])=[O:54]. (4) Given the product [C:25]([O:29][C:30](=[O:31])[NH:32][C:33]1([C:36](=[O:37])[NH:17][C@@H:13]2[C:14]3[C:10](=[CH:9][C:8]([C:6]4[CH:7]=[C:2]([Cl:1])[CH:3]=[C:4]([F:24])[C:5]=4[C:18]4[N:22]=[C:21]([CH3:23])[O:20][N:19]=4)=[CH:16][CH:15]=3)[CH2:11][CH2:12]2)[CH2:34][CH2:35]1)([CH3:28])([CH3:26])[CH3:27], predict the reactants needed to synthesize it. The reactants are: [Cl:1][C:2]1[CH:3]=[C:4]([F:24])[C:5]([C:18]2[N:22]=[C:21]([CH3:23])[O:20][N:19]=2)=[C:6]([C:8]2[CH:9]=[C:10]3[C:14](=[CH:15][CH:16]=2)[C@@H:13]([NH2:17])[CH2:12][CH2:11]3)[CH:7]=1.[C:25]([O:29][C:30]([NH:32][C:33]1([C:36](O)=[O:37])[CH2:35][CH2:34]1)=[O:31])([CH3:28])([CH3:27])[CH3:26]. (5) Given the product [Br:20][C:21]1[CH:33]=[CH:32][CH:31]=[C:30]2[C:22]=1[C:23]1[CH:24]=[C:25]([C:34]([O:36][CH2:37][CH3:38])=[O:35])[CH:26]=[CH:27][C:28]=1[NH:29]2, predict the reactants needed to synthesize it. The reactants are: BrC1C=C2C(C3CC(C(OCC)=O)CCC=3N2)=CC=1.[Br:20][C:21]1[CH:33]=[CH:32][CH:31]=[C:30]2[C:22]=1[C:23]1[CH2:24][CH:25]([C:34]([O:36][CH2:37][CH3:38])=[O:35])[CH2:26][CH2:27][C:28]=1[NH:29]2.C(C1C(=O)C(Cl)=C(Cl)C(=O)C=1C#N)#N.